Predict which catalyst facilitates the given reaction. From a dataset of Catalyst prediction with 721,799 reactions and 888 catalyst types from USPTO. (1) Reactant: [CH3:1][O:2][C:3](=[O:24])[NH:4][C:5]1[N:6]=[C:7]2[CH:12]=[C:11]([C:13]3[CH:18]=[CH:17][CH:16]=[C:15]([C:19](=[O:22])[NH:20][CH3:21])[CH:14]=3)[CH:10]=[N:9][N:8]2[CH:23]=1.C1C(=O)N([Br:32])C(=O)C1. Product: [CH3:1][O:2][C:3](=[O:24])[NH:4][C:5]1[N:6]=[C:7]2[CH:12]=[C:11]([C:13]3[CH:18]=[CH:17][CH:16]=[C:15]([C:19](=[O:22])[NH:20][CH3:21])[CH:14]=3)[CH:10]=[N:9][N:8]2[C:23]=1[Br:32]. The catalyst class is: 31. (2) Reactant: [CH3:1][CH:2]([C:14]1[CH:36]=[CH:35][C:17]([CH2:18][O:19][CH2:20][CH2:21][O:22][CH2:23][CH2:24][O:25][CH2:26][CH2:27][O:28]C2CCCCO2)=[CH:16][CH:15]=1)[CH2:3][CH2:4][CH2:5][CH2:6][CH2:7][CH2:8][CH2:9][CH2:10][CH2:11][CH2:12][CH3:13].CC1C=CC(S(O)(=O)=O)=CC=1.O. Product: [CH3:1][CH:2]([C:14]1[CH:36]=[CH:35][C:17]([CH2:18][O:19][CH2:20][CH2:21][O:22][CH2:23][CH2:24][O:25][CH2:26][CH2:27][OH:28])=[CH:16][CH:15]=1)[CH2:3][CH2:4][CH2:5][CH2:6][CH2:7][CH2:8][CH2:9][CH2:10][CH2:11][CH2:12][CH3:13]. The catalyst class is: 5. (3) Reactant: [Cl:1][C:2]1[CH:3]=[CH:4][C:5]([O:31][CH3:32])=[C:6]([NH:8][C:9](=[O:30])[CH2:10][N:11]2[C:15]3[CH2:16][N:17]([CH2:20][C:21]([O:23]CC)=[O:22])[CH2:18][CH2:19][C:14]=3[C:13]([C:26]([F:29])([F:28])[F:27])=[N:12]2)[CH:7]=1.CO.[OH-].[Li+]. Product: [Cl:1][C:2]1[CH:3]=[CH:4][C:5]([O:31][CH3:32])=[C:6]([NH:8][C:9](=[O:30])[CH2:10][N:11]2[C:15]3[CH2:16][N:17]([CH2:20][C:21]([OH:23])=[O:22])[CH2:18][CH2:19][C:14]=3[C:13]([C:26]([F:29])([F:28])[F:27])=[N:12]2)[CH:7]=1. The catalyst class is: 20. (4) Product: [NH2:18][C:15]1[C:12]2[CH:13]=[N:14][C:9]([C:6]3[CH:5]=[CH:4][C:3]([NH:2][S:28]([C:22]4[CH:23]=[C:24]([CH3:27])[CH:25]=[CH:26][C:21]=4[C:19]#[N:20])(=[O:30])=[O:29])=[CH:8][CH:7]=3)=[CH:10][C:11]=2[NH:17][N:16]=1. The catalyst class is: 202. Reactant: Cl.[NH2:2][C:3]1[CH:8]=[CH:7][C:6]([C:9]2[N:14]=[CH:13][C:12]3[C:15]([NH2:18])=[N:16][NH:17][C:11]=3[CH:10]=2)=[CH:5][CH:4]=1.[C:19]([C:21]1[CH:26]=[CH:25][C:24]([CH3:27])=[CH:23][C:22]=1[S:28](Cl)(=[O:30])=[O:29])#[N:20]. (5) Reactant: Br[C:2]1[CH:3]=[CH:4][C:5]([N:16]2[CH2:20][CH2:19][CH2:18][CH:17]2[CH3:21])=[C:6](/[CH:8]=[C:9](\[CH3:15])/[C:10]([O:12][CH2:13][CH3:14])=[O:11])[CH:7]=1.[CH2:22]([O:26][CH2:27][CH2:28][O:29][C:30]1[CH:35]=[CH:34][C:33](OB(O)O)=[CH:32][CH:31]=1)[CH2:23][CH2:24][CH3:25].C(=O)([O-])[O-].[K+].[K+]. Product: [CH2:22]([O:26][CH2:27][CH2:28][O:29][C:30]1[CH:31]=[CH:32][C:33]([C:2]2[CH:3]=[CH:4][C:5]([N:16]3[CH2:20][CH2:19][CH2:18][CH:17]3[CH3:21])=[C:6](/[CH:8]=[C:9](\[CH3:15])/[C:10]([O:12][CH2:13][CH3:14])=[O:11])[CH:7]=2)=[CH:34][CH:35]=1)[CH2:23][CH2:24][CH3:25]. The catalyst class is: 460. (6) Reactant: [Cl:1][C:2]1[C:28]([CH3:29])=[CH:27][C:5]2[N:6]=[C:7]3[C:12]([N:13]([CH2:14][CH2:15][CH2:16][CH2:17][CH2:18][CH2:19][C:20]([O:22]CC)=[O:21])[C:4]=2[CH:3]=1)=[N:11][C:10](=[O:25])[NH:9][C:8]3=[O:26].C1COCC1.[Li+].[OH-].C(O)(=O)C. Product: [Cl:1][C:2]1[C:28]([CH3:29])=[CH:27][C:5]2[N:6]=[C:7]3[C:12]([N:13]([CH2:14][CH2:15][CH2:16][CH2:17][CH2:18][CH2:19][C:20]([OH:22])=[O:21])[C:4]=2[CH:3]=1)=[N:11][C:10](=[O:25])[NH:9][C:8]3=[O:26]. The catalyst class is: 6. (7) Reactant: [Cl:1][C:2]1[CH:3]=[C:4]([NH:17][C:18]2[C:19]3[C:26]4[CH:27]=[CH:28][C:29]([CH2:31][C:32](OCC)=[O:33])=[CH:30][C:25]=4[S:24][C:20]=3[N:21]=[CH:22][N:23]=2)[CH:5]=[CH:6][C:7]=1[O:8][CH2:9][C:10]1[CH:15]=[CH:14][CH:13]=[C:12]([F:16])[CH:11]=1.[H-].C([Al+]CC(C)C)C(C)C. Product: [Cl:1][C:2]1[CH:3]=[C:4]([NH:17][C:18]2[C:19]3[C:26]4[CH:27]=[CH:28][C:29]([CH2:31][CH2:32][OH:33])=[CH:30][C:25]=4[S:24][C:20]=3[N:21]=[CH:22][N:23]=2)[CH:5]=[CH:6][C:7]=1[O:8][CH2:9][C:10]1[CH:15]=[CH:14][CH:13]=[C:12]([F:16])[CH:11]=1. The catalyst class is: 1.